From a dataset of Full USPTO retrosynthesis dataset with 1.9M reactions from patents (1976-2016). Predict the reactants needed to synthesize the given product. (1) The reactants are: [Cl:1][C:2]1[C:3]([O:12][C:13]2[CH:18]=[C:17]([O:19][CH:20]([CH3:22])[CH3:21])[CH:16]=[CH:15][C:14]=2[CH2:23][CH2:24][CH2:25][OH:26])=[N:4][CH:5]=[C:6]([C:8]([F:11])([F:10])[F:9])[CH:7]=1.[CH2:27]([N:29]1[CH:33]=[C:32]([CH2:34][C:35]([O:37]C)=[O:36])[C:31](O)=[N:30]1)[CH3:28].C(P(CCCC)CCCC)CCC.N(C(N1CCCCC1)=O)=NC(N1CCCCC1)=O.O1CCCC1CO.[OH-].[Na+].Cl. Given the product [Cl:1][C:2]1[C:3]([O:12][C:13]2[CH:18]=[C:17]([O:19][CH:20]([CH3:21])[CH3:22])[CH:16]=[CH:15][C:14]=2[CH2:23][CH2:24][CH2:25][O:26][C:31]2[C:32]([CH2:34][C:35]([OH:37])=[O:36])=[CH:33][N:29]([CH2:27][CH3:28])[N:30]=2)=[N:4][CH:5]=[C:6]([C:8]([F:11])([F:10])[F:9])[CH:7]=1, predict the reactants needed to synthesize it. (2) Given the product [N:1]1([CH2:7][C:8]2[CH:9]=[CH:10][C:11]([C:12]([NH:14][C:15]3[CH:16]=[CH:17][C:18]([O:21][C:22](=[O:31])[N:23]([CH3:30])[C:24]4[CH:29]=[CH:28][CH:27]=[CH:26][CH:25]=4)=[N:19][CH:20]=3)=[O:13])=[CH:32][CH:33]=2)[CH2:5][CH2:4][CH2:3][CH2:2]1, predict the reactants needed to synthesize it. The reactants are: [NH:1]1[CH2:5][CH2:4][CH2:3][CH2:2]1.Cl[CH2:7][C:8]1[CH:33]=[CH:32][C:11]([C:12]([NH:14][C:15]2[CH:16]=[CH:17][C:18]([O:21][C:22](=[O:31])[N:23]([CH3:30])[C:24]3[CH:29]=[CH:28][CH:27]=[CH:26][CH:25]=3)=[N:19][CH:20]=2)=[O:13])=[CH:10][CH:9]=1. (3) Given the product [C:29]([O:28][C@@H:23]([C:14]1[C:13]([CH3:33])=[CH:12][C:10]2[N:11]=[C:7]([C:4]3[S:5][CH:6]=[C:2]([N:40]4[CH2:41][CH2:42][N:37]([CH:34]([CH3:36])[CH3:35])[CH2:38][CH2:39]4)[N:3]=3)[S:8][C:9]=2[C:15]=1[C:16]1[CH:21]=[CH:20][C:19]([Cl:22])=[CH:18][CH:17]=1)[C:24]([O:26][CH3:27])=[O:25])([CH3:32])([CH3:31])[CH3:30], predict the reactants needed to synthesize it. The reactants are: Br[C:2]1[N:3]=[C:4]([C:7]2[S:8][C:9]3[C:15]([C:16]4[CH:21]=[CH:20][C:19]([Cl:22])=[CH:18][CH:17]=4)=[C:14]([C@H:23]([O:28][C:29]([CH3:32])([CH3:31])[CH3:30])[C:24]([O:26][CH3:27])=[O:25])[C:13]([CH3:33])=[CH:12][C:10]=3[N:11]=2)[S:5][CH:6]=1.[CH:34]([N:37]1[CH2:42][CH2:41][NH:40][CH2:39][CH2:38]1)([CH3:36])[CH3:35]. (4) Given the product [C:37]([C:34]1([NH:33][C:31]([C:3]2[CH:4]=[C:5]3[C:9](=[CH:10][C:2]=2[Cl:1])[N:8]([CH2:11][CH3:12])[C:7]([C:13]([NH:15][CH:16]([C:21]2[CH:26]=[CH:25][CH:24]=[C:23]([C:27]([F:30])([F:28])[F:29])[CH:22]=2)[C:17]([F:18])([F:20])[F:19])=[O:14])=[CH:6]3)=[O:32])[CH2:35][CH2:36]1)(=[S:48])[NH2:38], predict the reactants needed to synthesize it. The reactants are: [Cl:1][C:2]1[CH:10]=[C:9]2[C:5]([CH:6]=[C:7]([C:13]([NH:15][CH:16]([C:21]3[CH:26]=[CH:25][CH:24]=[C:23]([C:27]([F:30])([F:29])[F:28])[CH:22]=3)[C:17]([F:20])([F:19])[F:18])=[O:14])[N:8]2[CH2:11][CH3:12])=[CH:4][C:3]=1[C:31]([NH:33][C:34]1([C:37]#[N:38])[CH2:36][CH2:35]1)=[O:32].COC1C=CC(P2(=S)SP(=S)(C3C=CC(OC)=CC=3)[S:48]2)=CC=1. (5) Given the product [Cl:17][C:18]1[C:23]([N:24]2[CH2:29][CH2:28][N:27]([CH3:3])[CH2:26][CH2:25]2)=[C:22]([S:30]([CH2:33][CH3:34])(=[O:31])=[O:32])[CH:21]=[CH:20][C:19]=1[NH:35][C:36](=[O:44])[C@:37]([OH:43])([CH3:42])[C:38]([F:41])([F:40])[F:39], predict the reactants needed to synthesize it. The reactants are: C=O.[C:3](O[BH-](OC(=O)C)OC(=O)C)(=O)C.[Na+].[Cl:17][C:18]1[C:23]([N:24]2[CH2:29][CH2:28][NH:27][CH2:26][CH2:25]2)=[C:22]([S:30]([CH2:33][CH3:34])(=[O:32])=[O:31])[CH:21]=[CH:20][C:19]=1[NH:35][C:36](=[O:44])[C@:37]([OH:43])([CH3:42])[C:38]([F:41])([F:40])[F:39].[OH-].[Na+]. (6) Given the product [Cl:18][C:12]1[CH:13]=[C:14]([Cl:17])[CH:15]=[CH:16][C:11]=1[O:10][C:7]([CH3:9])([CH3:8])[C:6]([OH:19])=[O:5], predict the reactants needed to synthesize it. The reactants are: [OH-].[Na+].C([O:5][C:6](=[O:19])[C:7]([O:10][C:11]1[CH:16]=[CH:15][C:14]([Cl:17])=[CH:13][C:12]=1[Cl:18])([CH3:9])[CH3:8])C.Cl.O.